From a dataset of Full USPTO retrosynthesis dataset with 1.9M reactions from patents (1976-2016). Predict the reactants needed to synthesize the given product. (1) The reactants are: CN(C(ON1N=NC2C=CC=NC1=2)=[N+](C)C)C.F[P-](F)(F)(F)(F)F.[F:25][C:26]1([F:41])[O:30][C:29]2[CH:31]=[CH:32][C:33]([C:35]3([C:38]([OH:40])=O)[CH2:37][CH2:36]3)=[CH:34][C:28]=2[O:27]1.[NH2:42][C:43]1[CH:44]=[C:45]2[CH:51]=[C:50]([C:52]([CH3:55])([CH3:54])[CH3:53])[N:49]([CH2:56][CH2:57][OH:58])[C:46]2=[CH:47][N:48]=1.C(N(CC)CC)C. Given the product [C:52]([C:50]1[N:49]([CH2:56][CH2:57][OH:58])[C:46]2=[CH:47][N:48]=[C:43]([NH:42][C:38]([C:35]3([C:33]4[CH:32]=[CH:31][C:29]5[O:30][C:26]([F:25])([F:41])[O:27][C:28]=5[CH:34]=4)[CH2:36][CH2:37]3)=[O:40])[CH:44]=[C:45]2[CH:51]=1)([CH3:55])([CH3:53])[CH3:54], predict the reactants needed to synthesize it. (2) Given the product [OH2:11].[C:38]1([CH3:48])[CH:39]=[CH:40][C:41]([S:44]([OH:47])(=[O:45])=[O:46])=[CH:42][CH:43]=1.[Cl:1][C:2]1[CH:3]=[CH:4][C:5]([NH:8][C:9](=[O:37])[C:10]([NH:12][C@H:13]2[CH2:18][CH2:17][C@H:16]([C:19](=[O:23])[N:20]([CH3:22])[CH3:21])[CH2:15][C@H:14]2[NH:24][C:25]([C:27]2[S:28][C:29]3[CH2:30][N:31]([CH3:36])[CH2:32][CH2:33][C:34]=3[N:35]=2)=[O:26])=[O:11])=[N:6][CH:7]=1, predict the reactants needed to synthesize it. The reactants are: [Cl:1][C:2]1[CH:3]=[CH:4][C:5]([NH:8][C:9](=[O:37])[C:10]([NH:12][C@H:13]2[CH2:18][CH2:17][C@H:16]([C:19](=[O:23])[N:20]([CH3:22])[CH3:21])[CH2:15][C@H:14]2[NH:24][C:25]([C:27]2[S:28][C:29]3[CH2:30][N:31]([CH3:36])[CH2:32][CH2:33][C:34]=3[N:35]=2)=[O:26])=[O:11])=[N:6][CH:7]=1.[C:38]1([CH3:48])[CH:43]=[CH:42][C:41]([S:44]([OH:47])(=[O:46])=[O:45])=[CH:40][CH:39]=1.